Task: Predict the product of the given reaction.. Dataset: Forward reaction prediction with 1.9M reactions from USPTO patents (1976-2016) (1) Given the reactants [C:1]([NH:5][C:6](=[O:8])[OH:7])([CH3:4])([CH3:3])[CH3:2].[C:9]([NH:13][C:14](=[O:16])[OH:15])([CH3:12])([CH3:11])[CH3:10].Br[CH2:18][C:19]1[CH:20]=[CH:21][C:22]2[O:26][N:25]=[C:24]([NH2:27])[C:23]=2[CH:28]=1.[C:29]1(=[O:39])[C:37]2[C:32](=[CH:33][CH:34]=[CH:35][CH:36]=2)[C:31](=[O:38])[NH:30]1.C([O-])([O-])=O.[Cs+].[Cs+], predict the reaction product. The product is: [C:1]([NH:5][C:6](=[O:7])[OH:8])([CH3:4])([CH3:3])[CH3:2].[C:9]([NH:13][C:14](=[O:15])[OH:16])([CH3:12])([CH3:11])[CH3:10].[NH2:27][C:24]1[C:23]2[CH:28]=[C:19]([CH2:18][N:30]3[C:31](=[O:38])[C:32]4[C:37](=[CH:36][CH:35]=[CH:34][CH:33]=4)[C:29]3=[O:39])[CH:20]=[CH:21][C:22]=2[O:26][N:25]=1. (2) Given the reactants [NH2:1][C:2]1[N:10]=[C:9]2[C:5]([N:6]=[CH:7][N:8]2[C@@H:11]2[O:15][C@H:14]([CH2:16][OH:17])[C@@H:13]([OH:18])[C@:12]2([F:20])[CH3:19])=[C:4]([NH2:21])[N:3]=1.[CH3:22][C:23]([Si:26](Cl)([CH3:28])[CH3:27])([CH3:25])[CH3:24].CO, predict the reaction product. The product is: [Si:26]([O:17][CH2:16][C@@H:14]1[C@@H:13]([OH:18])[C@:12]([F:20])([CH3:19])[C@H:11]([N:8]2[CH:7]=[N:6][C:5]3[C:9]2=[N:10][C:2]([NH2:1])=[N:3][C:4]=3[NH2:21])[O:15]1)([C:23]([CH3:25])([CH3:24])[CH3:22])([CH3:28])[CH3:27]. (3) Given the reactants NC(N)=O.[CH:5]1([NH:10][S:11]([C:14]2[C:19]([Cl:20])=[CH:18][CH:17]=[C:16]([NH2:21])[C:15]=2[OH:22])(=[O:13])=[O:12])[CH2:9][CH2:8][CH2:7][CH2:6]1.[Br:23][C:24]1[CH:29]=[CH:28][CH:27]=[CH:26][C:25]=1[N:30]=[C:31]=[O:32], predict the reaction product. The product is: [Br:23][C:24]1[CH:29]=[CH:28][CH:27]=[CH:26][C:25]=1[NH:30][C:31]([NH:21][C:16]1[CH:17]=[CH:18][C:19]([Cl:20])=[C:14]([S:11]([NH:10][CH:5]2[CH2:6][CH2:7][CH2:8][CH2:9]2)(=[O:13])=[O:12])[C:15]=1[OH:22])=[O:32]. (4) The product is: [Cl:1][C:2]1[CH:3]=[CH:4][C:5]2[O:19][CH2:18][N:8]3[C:9]4[CH:10]=[CH:11][CH:12]=[C:13]([CH:16]=[O:32])[C:14]=4[CH:15]=[C:7]3[C:6]=2[N:20]=1. Given the reactants [Cl:1][C:2]1[CH:3]=[CH:4][C:5]2[O:19][CH2:18][N:8]3[C:9]4[CH:10]=[CH:11][CH:12]=[C:13]([C:16]#N)[C:14]=4[CH:15]=[C:7]3[C:6]=2[N:20]=1.CC(C[AlH]CC(C)C)C.CC[O:32]C(C)=O, predict the reaction product.